Dataset: Forward reaction prediction with 1.9M reactions from USPTO patents (1976-2016). Task: Predict the product of the given reaction. (1) The product is: [ClH:1].[CH3:18][C:14]1[N:11]2[CH:12]=[CH:13][C:8]([CH:5]3[CH2:4][CH2:3][NH:2][CH2:7][CH2:6]3)=[CH:9][C:10]2=[CH:16][N:15]=1. Given the reactants [ClH:1].[NH:2]1[CH2:7][CH2:6][CH:5]([C:8]2[CH:13]=[CH:12][N:11]3[CH:14]=[N:15][CH:16]=[C:10]3[CH:9]=2)[CH2:4][CH2:3]1.Br[C:18]1C=CN=C(CNC(=O)C)C=1.BrC1C=CN=C(CNC=O)C=1, predict the reaction product. (2) Given the reactants [Br-].[Cl:2][C:3]1[N:8]=[CH:7][C:6]([CH2:9][N:10]2[C:14]([CH3:15])=[C:13]([C:16]3[CH:21]=[CH:20][C:19]([C:22]#[N:23])=[CH:18][CH:17]=3)[C:12]([C:24]#[N:25])=[C:11]2[CH:26]=[O:27])=[CH:5][C:4]=1[CH2:28][OH:29].[Cl-].[Na+].[CH2:32]1COCC1, predict the reaction product. The product is: [Cl:2][C:3]1[N:8]=[CH:7][C:6]([CH2:9][N:10]2[C:14]([CH3:15])=[C:13]([C:16]3[CH:17]=[CH:18][C:19]([C:22]#[N:23])=[CH:20][CH:21]=3)[C:12]([C:24]#[N:25])=[C:11]2[CH:26]([OH:27])[CH3:32])=[CH:5][C:4]=1[CH2:28][OH:29]. (3) The product is: [CH:21]1([N:19]2[CH:18]=[C:14]3[N:15]=[CH:16][CH:17]=[C:12]([I:11])[C:13]3=[N:20]2)[CH2:23][CH2:22]1. Given the reactants [Na]N([Si](C)(C)C)[Si](C)(C)C.[I:11][C:12]1[C:13]2[C:14](=[CH:18][NH:19][N:20]=2)[N:15]=[CH:16][CH:17]=1.[CH:21]1(B(O)O)[CH2:23][CH2:22]1, predict the reaction product. (4) Given the reactants Br[C:2]1[C:6]2[N:7]=[C:8]([CH3:12])[N:9]=[C:10]([Cl:11])[C:5]=2[N:4]([CH2:13][O:14][CH2:15][CH2:16][Si:17]([CH3:20])([CH3:19])[CH3:18])[C:3]=1[CH3:21].CN([CH:25]=[O:26])C, predict the reaction product. The product is: [Cl:11][C:10]1[C:5]2[N:4]([CH2:13][O:14][CH2:15][CH2:16][Si:17]([CH3:20])([CH3:19])[CH3:18])[C:3]([CH3:21])=[C:2]([CH:25]=[O:26])[C:6]=2[N:7]=[C:8]([CH3:12])[N:9]=1.